Task: Predict the product of the given reaction.. Dataset: Forward reaction prediction with 1.9M reactions from USPTO patents (1976-2016) (1) Given the reactants Cl[C:2]1[N:20]=[C:5]2[C:6]([C:10]3[CH:15]=[CH:14][C:13]([P:16]([CH3:19])([CH3:18])=[O:17])=[CH:12][CH:11]=3)=[CH:7][CH:8]=[CH:9][N:4]2[N:3]=1.[CH3:21][N:22]1[CH2:27][CH2:26][N:25]([C:28]2[CH:29]=[C:30]([CH:32]=[CH:33][CH:34]=2)[NH2:31])[CH2:24][CH2:23]1.C1(P(C2CCCCC2)C2C=CC=CC=2C2C=CC=CC=2P(C2CCCCC2)C2CCCCC2)CCCCC1, predict the reaction product. The product is: [CH3:18][P:16]([CH3:19])([C:13]1[CH:14]=[CH:15][C:10]([C:6]2[C:5]3[N:4]([N:3]=[C:2]([NH:31][C:30]4[CH:32]=[CH:33][CH:34]=[C:28]([N:25]5[CH2:24][CH2:23][N:22]([CH3:21])[CH2:27][CH2:26]5)[CH:29]=4)[N:20]=3)[CH:9]=[CH:8][CH:7]=2)=[CH:11][CH:12]=1)=[O:17]. (2) Given the reactants O=[C:2]([CH2:6][C:7]1[CH:12]=[CH:11][CH:10]=[CH:9][CH:8]=1)[CH2:3][C:4]#[N:5].N1C=CC=CC=1.Cl.[NH2:20][OH:21], predict the reaction product. The product is: [CH2:6]([C:2]1[CH:3]=[C:4]([NH2:5])[O:21][N:20]=1)[C:7]1[CH:12]=[CH:11][CH:10]=[CH:9][CH:8]=1. (3) Given the reactants [CH:1]1([C@@:4]23[C@@:15]([CH2:17][CH2:18][C:19]4[C:24]([C:25]([OH:27])=O)=[CH:23][CH:22]=[CH:21][N:20]=4)([OH:16])[CH2:14][CH2:13][C:12]2=[CH:11][C:10]2[N:9]([C:28]4[CH:33]=[CH:32][C:31]([F:34])=[CH:30][CH:29]=4)[N:8]=[CH:7][C:6]=2[CH2:5]3)[CH2:3][CH2:2]1.C[N:36]1CCOCC1.N.O1CCOCC1.CN(C(ON1N=NC2C=CC=NC1=2)=[N+](C)C)C.F[P-](F)(F)(F)(F)F, predict the reaction product. The product is: [CH:1]1([C@@:4]23[C@@:15]([CH2:17][CH2:18][C:19]4[C:24]([C:25]([NH2:36])=[O:27])=[CH:23][CH:22]=[CH:21][N:20]=4)([OH:16])[CH2:14][CH2:13][C:12]2=[CH:11][C:10]2[N:9]([C:28]4[CH:33]=[CH:32][C:31]([F:34])=[CH:30][CH:29]=4)[N:8]=[CH:7][C:6]=2[CH2:5]3)[CH2:2][CH2:3]1. (4) Given the reactants [N+:1]([C:4]1[CH:12]=[CH:11][CH:10]=[C:9]2[C:5]=1[CH:6]=[N:7][NH:8]2)([O-:3])=[O:2].[CH2:13](Br)[C:14]1[CH:19]=[CH:18][CH:17]=[CH:16][CH:15]=1.C(=O)([O-])[O-].[K+].[K+].CN(C=O)C, predict the reaction product. The product is: [CH2:13]([N:8]1[C:9]2[C:5](=[C:4]([N+:1]([O-:3])=[O:2])[CH:12]=[CH:11][CH:10]=2)[CH:6]=[N:7]1)[C:14]1[CH:19]=[CH:18][CH:17]=[CH:16][CH:15]=1. (5) Given the reactants [CH2:1]([O:8][C:9](=[O:23])[NH:10][C@H:11]([CH2:14][NH:15][C:16]([O:18][C:19]([CH3:22])([CH3:21])[CH3:20])=[O:17])[CH2:12]I)[C:2]1[CH:7]=[CH:6][CH:5]=[CH:4][CH:3]=1.[F:24][C:25]1[CH:37]=[CH:36][C:28]([O:29][CH:30]2[CH2:35][CH2:34][NH:33][CH2:32][CH2:31]2)=[CH:27][CH:26]=1.C(N(CC)CC)C, predict the reaction product. The product is: [CH2:1]([O:8][C:9](=[O:23])[NH:10][C@H:11]([CH2:14][NH:15][C:16]([O:18][C:19]([CH3:22])([CH3:21])[CH3:20])=[O:17])[CH2:12][N:33]1[CH2:32][CH2:31][CH:30]([O:29][C:28]2[CH:36]=[CH:37][C:25]([F:24])=[CH:26][CH:27]=2)[CH2:35][CH2:34]1)[C:2]1[CH:7]=[CH:6][CH:5]=[CH:4][CH:3]=1. (6) Given the reactants [Cl:1][C:2]1[CH:7]=[CH:6][C:5]([NH:8][C:9](=[O:21])[NH:10][C@H:11]([C:15]2[CH:20]=[CH:19][CH:18]=[CH:17][CH:16]=2)[C:12]([OH:14])=O)=[CH:4][CH:3]=1.Cl.[NH2:23][C:24]1[CH:29]=[CH:28][C:27]([N:30]2[CH2:34][CH2:33][CH2:32][C:31]2=[NH:35])=[CH:26][CH:25]=1.Cl.CN(C)CCCN=C=NCC.O.OC1C2N=NNC=2C=CC=1.C(=O)([O-])O.[Na+], predict the reaction product. The product is: [Cl:1][C:2]1[CH:3]=[CH:4][C:5]([NH:8][C:9](=[O:21])[NH:10][C@H:11]([C:15]2[CH:20]=[CH:19][CH:18]=[CH:17][CH:16]=2)[C:12]([NH:23][C:24]2[CH:29]=[CH:28][C:27]([N:30]3[CH2:34][CH2:33][CH2:32][C:31]3=[NH:35])=[CH:26][CH:25]=2)=[O:14])=[CH:6][CH:7]=1. (7) Given the reactants [C:1]([O:5][C:6](=[O:25])[N:7]([CH2:14][C:15]1[CH:24]=[CH:23][C:18]2[O:19][CH2:20][CH2:21][O:22][C:17]=2[CH:16]=1)[CH:8]1[CH2:13][CH2:12][NH:11][CH2:10][CH2:9]1)([CH3:4])([CH3:3])[CH3:2].[O:26]=[C:27]1[CH:36]=[N:35][C:34]2[C:29](=[CH:30][CH:31]=[CH:32][CH:33]=2)[N:28]1[CH2:37][CH:38]=O.C(O[BH-](OC(=O)C)OC(=O)C)(=O)C.[Na+].C(=O)([O-])O.[Na+], predict the reaction product. The product is: [C:1]([O:5][C:6](=[O:25])[N:7]([CH2:14][C:15]1[CH:24]=[CH:23][C:18]2[O:19][CH2:20][CH2:21][O:22][C:17]=2[CH:16]=1)[CH:8]1[CH2:13][CH2:12][N:11]([CH2:38][CH2:37][N:28]2[C:29]3[C:34](=[CH:33][CH:32]=[CH:31][CH:30]=3)[N:35]=[CH:36][C:27]2=[O:26])[CH2:10][CH2:9]1)([CH3:4])([CH3:2])[CH3:3].